The task is: Predict the reactants needed to synthesize the given product.. This data is from Full USPTO retrosynthesis dataset with 1.9M reactions from patents (1976-2016). Given the product [F:14][C:15]1[CH:16]=[C:17]([CH:20]=[CH:21][CH:22]=1)[CH2:18][NH:19][C:6](=[O:11])[C:7]([F:8])([F:9])[F:10], predict the reactants needed to synthesize it. The reactants are: [F:8][C:7]([F:10])([F:9])[C:6](O[C:6](=[O:11])[C:7]([F:10])([F:9])[F:8])=[O:11].[F:14][C:15]1[CH:16]=[C:17]([CH:20]=[CH:21][CH:22]=1)[CH2:18][NH2:19].C(N(CC)CC)C.O.